From a dataset of Peptide-MHC class II binding affinity with 134,281 pairs from IEDB. Regression. Given a peptide amino acid sequence and an MHC pseudo amino acid sequence, predict their binding affinity value. This is MHC class II binding data. (1) The peptide sequence is KSYVKSKLKLLKGSE. The MHC is DRB1_1302 with pseudo-sequence DRB1_1302. The binding affinity (normalized) is 0. (2) The peptide sequence is VERLKRMAISGDDCVVK. The MHC is DRB4_0101 with pseudo-sequence DRB4_0103. The binding affinity (normalized) is 0.406. (3) The peptide sequence is ELQMSWLPLCVRLER. The MHC is HLA-DQA10201-DQB10402 with pseudo-sequence HLA-DQA10201-DQB10402. The binding affinity (normalized) is 0.638.